This data is from Catalyst prediction with 721,799 reactions and 888 catalyst types from USPTO. The task is: Predict which catalyst facilitates the given reaction. Reactant: [CH:1]1([C:16]([O:18]CC)=[O:17])[C:3]2([CH2:8][CH2:7][N:6]([C:9]([O:11][C:12]([CH3:15])([CH3:14])[CH3:13])=[O:10])[CH2:5][CH2:4]2)[CH2:2]1.[OH-].[Na+]. Product: [C:12]([O:11][C:9]([N:6]1[CH2:5][CH2:4][C:3]2([CH:1]([C:16]([OH:18])=[O:17])[CH2:2]2)[CH2:8][CH2:7]1)=[O:10])([CH3:15])([CH3:13])[CH3:14]. The catalyst class is: 40.